This data is from NCI-60 drug combinations with 297,098 pairs across 59 cell lines. The task is: Regression. Given two drug SMILES strings and cell line genomic features, predict the synergy score measuring deviation from expected non-interaction effect. (1) Drug 1: CC1CCC2CC(C(=CC=CC=CC(CC(C(=O)C(C(C(=CC(C(=O)CC(OC(=O)C3CCCCN3C(=O)C(=O)C1(O2)O)C(C)CC4CCC(C(C4)OC)O)C)C)O)OC)C)C)C)OC. Cell line: HCT-15. Drug 2: C1=CN(C=N1)CC(O)(P(=O)(O)O)P(=O)(O)O. Synergy scores: CSS=1.83, Synergy_ZIP=-4.16, Synergy_Bliss=-7.96, Synergy_Loewe=-24.8, Synergy_HSA=-6.46. (2) Drug 1: CC(C1=C(C=CC(=C1Cl)F)Cl)OC2=C(N=CC(=C2)C3=CN(N=C3)C4CCNCC4)N. Drug 2: CN(C(=O)NC(C=O)C(C(C(CO)O)O)O)N=O. Cell line: HCT-15. Synergy scores: CSS=-8.55, Synergy_ZIP=-1.20, Synergy_Bliss=-10.1, Synergy_Loewe=-12.4, Synergy_HSA=-10.6.